From a dataset of Catalyst prediction with 721,799 reactions and 888 catalyst types from USPTO. Predict which catalyst facilitates the given reaction. (1) Reactant: [Cu][C:2]#N.C[Mg]Br.[CH3:7][O:8][C:9](=[O:22])[C:10]1[C:15]([N+:16]([O-:18])=[O:17])=[CH:14][CH:13]=[CH:12][C:11]=1[C:19](Cl)=[O:20]. Product: [CH3:7][O:8][C:9](=[O:22])[C:10]1[C:15]([N+:16]([O-:18])=[O:17])=[CH:14][CH:13]=[CH:12][C:11]=1[C:19](=[O:20])[CH3:2]. The catalyst class is: 1. (2) Reactant: [F:1][C:2]1[CH:7]=[CH:6][CH:5]=[C:4]([N+:8]([O-])=O)[C:3]=1[S:11][C:12]#[N:13].C(O)C.Cl. Product: [F:1][C:2]1[C:3]2[S:11][C:12]([NH2:13])=[N:8][C:4]=2[CH:5]=[CH:6][CH:7]=1. The catalyst class is: 6. (3) Reactant: [Br:1][C:2]1[CH:3]=[C:4]2[C:12](=[CH:13][CH:14]=1)[NH:11][C:10]1[CH:9]([NH2:15])[CH2:8][CH2:7][CH2:6][C:5]2=1.[C:16](Cl)(=[O:23])[C:17]1[CH:22]=[CH:21][CH:20]=[CH:19][CH:18]=1.C(N(C(C)C)CC)(C)C. Product: [Br:1][C:2]1[CH:3]=[C:4]2[C:12](=[CH:13][CH:14]=1)[NH:11][C:10]1[CH:9]([NH:15][C:16](=[O:23])[C:17]3[CH:22]=[CH:21][CH:20]=[CH:19][CH:18]=3)[CH2:8][CH2:7][CH2:6][C:5]2=1. The catalyst class is: 4. (4) Reactant: [C:1]([O:5][C:6]([NH:8][C@@H:9]([CH2:14][C:15]1[CH:20]=[CH:19][CH:18]=[CH:17][CH:16]=1)[C@H:10]([OH:13])[CH2:11]Cl)=[O:7])([CH3:4])([CH3:3])[CH3:2].C(=O)([O-])[O-].[K+].[K+].C(O)(=O)CC(CC(O)=O)(C(O)=O)O. Product: [C:1]([O:5][C:6]([NH:8][C@@H:9]([CH2:14][C:15]1[CH:20]=[CH:19][CH:18]=[CH:17][CH:16]=1)[C@@H:10]1[O:13][CH2:11]1)=[O:7])([CH3:4])([CH3:3])[CH3:2]. The catalyst class is: 40. (5) Reactant: [Cl:1][C:2]1[C:3]2[N:4]([C:8]([CH:12]3[CH2:15][C:14](CO)([OH:16])[CH2:13]3)=[N:9][C:10]=2[I:11])[CH:5]=[CH:6][N:7]=1.I([O-])(=O)(=O)=O.[Na+]. Product: [Cl:1][C:2]1[C:3]2[N:4]([C:8]([CH:12]3[CH2:13][C:14](=[O:16])[CH2:15]3)=[N:9][C:10]=2[I:11])[CH:5]=[CH:6][N:7]=1. The catalyst class is: 249. (6) Reactant: [S:1]([OH:5])(=[O:4])(=[O:3])[CH3:2].[CH3:6][O:7][C:8]1[N:13]=[C:12](/[CH:14]=[CH:15]/[C:16]2[N:34]=[C:19]3[C@H:20]([C:24]4[CH:29]=[CH:28][CH:27]=[CH:26][C:25]=4[C:30]([F:33])([F:32])[F:31])[CH2:21][CH2:22][CH2:23][N:18]3[N:17]=2)[CH:11]=[CH:10][C:9]=1[N:35]1[CH:39]=[C:38]([CH3:40])[N:37]=[CH:36]1.C(O)C. Product: [S:1]([OH:5])(=[O:4])(=[O:3])[CH3:2].[CH3:6][O:7][C:8]1[N:13]=[C:12](/[CH:14]=[CH:15]/[C:16]2[N:34]=[C:19]3[C@H:20]([C:24]4[CH:29]=[CH:28][CH:27]=[CH:26][C:25]=4[C:30]([F:33])([F:32])[F:31])[CH2:21][CH2:22][CH2:23][N:18]3[N:17]=2)[CH:11]=[CH:10][C:9]=1[N:35]1[CH:39]=[C:38]([CH3:40])[N:37]=[CH:36]1. The catalyst class is: 310. (7) Reactant: [CH2:1]([N:3]1[C:7]2=[N:8][C:9]([CH2:29][O:30][CH3:31])=[C:10]([CH2:19][O:20][CH2:21][C:22]([O:24]C(C)(C)C)=[O:23])[C:11]([C:12]3[CH:13]=[N:14][CH:15]=[C:16]([CH3:18])[CH:17]=3)=[C:6]2[CH:5]=[N:4]1)[CH3:2]. Product: [CH2:1]([N:3]1[C:7]2=[N:8][C:9]([CH2:29][O:30][CH3:31])=[C:10]([CH2:19][O:20][CH2:21][C:22]([OH:24])=[O:23])[C:11]([C:12]3[CH:13]=[N:14][CH:15]=[C:16]([CH3:18])[CH:17]=3)=[C:6]2[CH:5]=[N:4]1)[CH3:2]. The catalyst class is: 617. (8) Reactant: [CH:1]([C:3]1[N:4]=[C:5]([CH:8]2[CH2:13][CH2:12][N:11]([C:14](=[O:26])[CH2:15][N:16]3[C:20]([CH3:21])=[CH:19][C:18]([C:22]([F:25])([F:24])[F:23])=[N:17]3)[CH2:10][CH2:9]2)[S:6][CH:7]=1)=O.[NH2:27][OH:28]. Product: [OH:28][N:27]=[CH:1][C:3]1[N:4]=[C:5]([CH:8]2[CH2:13][CH2:12][N:11]([C:14](=[O:26])[CH2:15][N:16]3[C:20]([CH3:21])=[CH:19][C:18]([C:22]([F:25])([F:24])[F:23])=[N:17]3)[CH2:10][CH2:9]2)[S:6][CH:7]=1. The catalyst class is: 8. (9) Reactant: [CH3:1][CH2:2][CH2:3][CH2:4][CH2:5][N:6]([CH2:8][CH2:9][C:10]([P:16]([OH:19])([OH:18])=[O:17])([P:12]([OH:15])([OH:14])=[O:13])[OH:11])[CH3:7].CC(C)([O-])C.[Na+:25]. Product: [CH3:1][CH2:2][CH2:3][CH2:4][CH2:5][N:6]([CH2:8][CH2:9][C:10]([P:16]([O-:19])([OH:18])=[O:17])([P:12]([OH:15])([OH:14])=[O:13])[OH:11])[CH3:7].[Na+:25]. The catalyst class is: 51. (10) Reactant: C1(N2CCCC2)CCCC1.C[I:12].[OH-].[CH:14]1([N+:19]2([CH3:24])[CH2:23][CH2:22][CH2:21][CH2:20]2)[CH2:18][CH2:17][CH2:16][CH2:15]1. Product: [I-:12].[CH:14]1([N+:19]2([CH3:24])[CH2:23][CH2:22][CH2:21][CH2:20]2)[CH2:15][CH2:16][CH2:17][CH2:18]1. The catalyst class is: 5.